This data is from Reaction yield outcomes from USPTO patents with 853,638 reactions. The task is: Predict the reaction yield, written as a fraction of the theoretical maximum amount of product (1.0 means a 100% yield; for example, 0.34 means a 34% yield). The reactants are [Cl:1][C:2]1[CH:7]=[CH:6][CH:5]=[CH:4][C:3]=1[S:8][CH2:9][CH:10](OCC)OCC. The catalyst is C1(C)C=CC=CC=1. The product is [Cl:1][C:2]1[C:3]2[S:8][CH:9]=[CH:10][C:4]=2[CH:5]=[CH:6][CH:7]=1. The yield is 0.675.